Dataset: Full USPTO retrosynthesis dataset with 1.9M reactions from patents (1976-2016). Task: Predict the reactants needed to synthesize the given product. (1) Given the product [CH2:1]([O:3][C:4](=[O:22])[CH2:5][CH2:6][CH:7]1[CH2:12][CH2:11][CH:10]([CH:13]2[CH2:14][CH2:15][CH:16]([CH2:19][CH2:20][CH3:21])[CH2:17][CH2:18]2)[CH2:9][CH2:8]1)[CH3:2], predict the reactants needed to synthesize it. The reactants are: [CH2:1]([O:3][C:4](=[O:22])/[CH:5]=[CH:6]/[CH:7]1[CH2:12][CH2:11][CH:10]([CH:13]2[CH2:18][CH2:17][CH:16]([CH2:19][CH2:20][CH3:21])[CH2:15][CH2:14]2)[CH2:9][CH2:8]1)[CH3:2].[H][H]. (2) Given the product [Si:18]([O:25][CH2:26][C:27]1[CH:28]=[C:29]2[C:34](=[N:35][C:36]=1[CH:37]([O:38][CH3:39])[O:40][CH3:41])[N:33]([C:42]([NH:51][C:52]1[CH:59]=[C:58]([O:60][CH:61]3[CH:66]4[CH2:67][CH2:68][N:63]([CH2:64][CH2:65]4)[CH2:62]3)[C:55]([C:56]#[N:57])=[CH:54][N:53]=1)=[O:43])[CH2:32][CH2:31][CH2:30]2)([C:21]([CH3:23])([CH3:22])[CH3:24])([CH3:20])[CH3:19], predict the reactants needed to synthesize it. The reactants are: [Li+].C[Si]([N-][Si](C)(C)C)(C)C.CC1CCCCC1.[Si:18]([O:25][CH2:26][C:27]1[CH:28]=[C:29]2[C:34](=[N:35][C:36]=1[CH:37]([O:40][CH3:41])[O:38][CH3:39])[N:33]([C:42](OC1C=CC=CC=1)=[O:43])[CH2:32][CH2:31][CH2:30]2)([C:21]([CH3:24])([CH3:23])[CH3:22])([CH3:20])[CH3:19].[NH2:51][C:52]1[CH:59]=[C:58]([O:60][CH:61]2[CH:66]3[CH2:67][CH2:68][N:63]([CH2:64][CH2:65]3)[CH2:62]2)[C:55]([C:56]#[N:57])=[CH:54][N:53]=1.[NH4+].[Cl-]. (3) Given the product [F:30][C:2]([F:1])([F:29])[CH:3]([CH3:28])[CH:4]([C:10]1[CH:11]=[CH:12][C:13]([CH2:16][N:17]2[CH2:25][C:24]3[C:19](=[CH:20][CH:21]=[CH:22][C:23]=3[F:26])[C:18]2=[O:27])=[CH:14][CH:15]=1)[C:5]([OH:7])=[O:6], predict the reactants needed to synthesize it. The reactants are: [F:1][C:2]([F:30])([F:29])[CH:3]([CH3:28])[CH:4]([C:10]1[CH:15]=[CH:14][C:13]([CH2:16][N:17]2[CH2:25][C:24]3[C:19](=[CH:20][CH:21]=[CH:22][C:23]=3[F:26])[C:18]2=[O:27])=[CH:12][CH:11]=1)[C:5]([O:7]CC)=[O:6].CO.[OH-].[Na+].Cl. (4) Given the product [F:18][C:19]([F:30])([F:29])[C:20]([C:2]1[CH:3]=[C:4]2[C:8](=[CH:9][CH:10]=1)[NH:7][CH:6]=[CH:5]2)=[O:21], predict the reactants needed to synthesize it. The reactants are: Br[C:2]1[CH:3]=[C:4]2[C:8](=[CH:9][CH:10]=1)[NH:7][CH:6]=[CH:5]2.[H-].[K+].C([Li])(C)(C)C.[F:18][C:19]([F:30])([F:29])[C:20](O[C:20](=[O:21])[C:19]([F:30])([F:29])[F:18])=[O:21].[Cl-].[NH4+]. (5) Given the product [OH:4][C:5]1[CH:6]=[CH:7][C:8]([C:9]([N:11]2[CH2:12][CH2:13][N:14]([C:17]([O:19][C:20]([CH3:21])([CH3:23])[CH3:22])=[O:18])[CH2:15][CH2:16]2)=[O:10])=[CH:24][CH:25]=1, predict the reactants needed to synthesize it. The reactants are: C([O:4][C:5]1[CH:25]=[CH:24][C:8]([C:9]([N:11]2[CH2:16][CH2:15][N:14]([C:17]([O:19][C:20]([CH3:23])([CH3:22])[CH3:21])=[O:18])[CH2:13][CH2:12]2)=[O:10])=[CH:7][CH:6]=1)(=O)C.C(=O)([O-])[O-].[K+].[K+]. (6) Given the product [O:20]=[S:5]1(=[O:21])[CH:4]([CH2:3][CH2:2][N:32]2[CH2:31][CH2:30][N:29]([C:22]([O:24][C:25]([CH3:28])([CH3:27])[CH3:26])=[O:23])[CH2:34][CH2:33]2)[O:46][C:8]2[CH:10]=[CH:11][CH:12]=[CH:13][C:7]=2[N:6]1[C:14]1[CH:19]=[CH:18][CH:17]=[CH:16][CH:15]=1, predict the reactants needed to synthesize it. The reactants are: Br[CH2:2][CH2:3][CH:4]1C[C:8]2[CH:10]=[CH:11][CH:12]=[CH:13][C:7]=2[N:6]([C:14]2[CH:19]=[CH:18][CH:17]=[CH:16][CH:15]=2)[S:5]1(=[O:21])=[O:20].[C:22]([N:29]1[CH2:34][CH2:33][NH:32][CH2:31][CH2:30]1)([O:24][C:25]([CH3:28])([CH3:27])[CH3:26])=[O:23].CCN(C(C)C)C(C)C.C([OH:46])C. (7) Given the product [NH2:15][C:13]1[CH:12]=[C:11]([NH:18][C:19](=[O:21])[CH3:20])[CH:10]=[C:9]([C:3]2[CH:4]=[CH:5][C:6]([F:8])=[CH:7][C:2]=2[F:1])[CH:14]=1, predict the reactants needed to synthesize it. The reactants are: [F:1][C:2]1[CH:7]=[C:6]([F:8])[CH:5]=[CH:4][C:3]=1[C:9]1[CH:14]=[C:13]([N+:15]([O-])=O)[CH:12]=[C:11]([NH:18][C:19](=[O:21])[CH3:20])[CH:10]=1.